This data is from Full USPTO retrosynthesis dataset with 1.9M reactions from patents (1976-2016). The task is: Predict the reactants needed to synthesize the given product. (1) Given the product [CH3:1][O:2][C:3](=[O:21])[C@@H:4]1[CH2:5][CH2:6][C@@H:7]([CH3:8])[N:10]1[C:30]([O:32][C:33]([CH3:34])([CH3:35])[CH3:36])=[O:31], predict the reactants needed to synthesize it. The reactants are: [CH3:1][O:2][C:3](=[O:21])[C@@H:4]([NH:10]C(OCC1C=CC=CC=1)=O)[CH2:5][CH2:6][C:7](=O)[CH3:8].[C:33]([O:32][C:30](O[C:30]([O:32][C:33]([CH3:36])([CH3:35])[CH3:34])=[O:31])=[O:31])([CH3:36])([CH3:35])[CH3:34]. (2) Given the product [F:38][C:34]1[C:35]([CH3:37])=[CH:36][C:31]([CH2:30][C@@H:15]([CH2:16][CH2:17][N:18]([CH2:20][CH2:21][CH2:22][C:23]2[CH:28]=[CH:27][C:26]([F:29])=[CH:25][CH:24]=2)[CH3:19])[C:14]([NH:9][OH:48])=[O:40])=[CH:32][C:33]=1[CH3:39], predict the reactants needed to synthesize it. The reactants are: C([C@@H]1COC(=O)[N:9]1[C:14](=[O:40])[C@@H:15]([CH2:30][C:31]1[CH:36]=[C:35]([CH3:37])[C:34]([F:38])=[C:33]([CH3:39])[CH:32]=1)[CH2:16][CH2:17][N:18]([CH2:20][CH2:21][CH2:22][C:23]1[CH:28]=[CH:27][C:26]([F:29])=[CH:25][CH:24]=1)[CH3:19])C1C=CC=CC=1.[C-]#N.[K+].Cl.C1C[O:48]CC1.CO. (3) Given the product [Br:15][C:11]1[N:10]=[C:9]([CH:2]([CH2:3][CH:4]([CH3:6])[CH3:5])[C:1]#[N:7])[CH:14]=[CH:13][CH:12]=1, predict the reactants needed to synthesize it. The reactants are: [C:1](#[N:7])[CH2:2][CH2:3][CH:4]([CH3:6])[CH3:5].Br[C:9]1[CH:14]=[CH:13][CH:12]=[C:11]([Br:15])[N:10]=1.C[Si]([N-][Si](C)(C)C)(C)C.[K+].C(Cl)Cl.CCCCCC. (4) Given the product [CH2:1]([C:5]1[CH:10]=[CH:9][C:8]([C:11]2[O:15][N:14]=[C:13]([C:16]3[CH:17]=[CH:18][C:19]([CH2:22][N:23]4[CH2:26][CH:25]([C:27]([OH:29])=[O:28])[CH2:24]4)=[N:20][CH:21]=3)[N:12]=2)=[CH:7][C:6]=1[CH3:31])[CH:2]([CH3:4])[CH3:3], predict the reactants needed to synthesize it. The reactants are: [CH2:1]([C:5]1[CH:10]=[CH:9][C:8]([C:11]2[O:15][N:14]=[C:13]([C:16]3[CH:17]=[CH:18][C:19]([CH2:22][N:23]4[CH2:26][CH:25]([C:27]([O:29]C)=[O:28])[CH2:24]4)=[N:20][CH:21]=3)[N:12]=2)=[CH:7][C:6]=1[CH3:31])[CH:2]([CH3:4])[CH3:3].[OH-].[Na+].C(O)(=O)C.C(O)(=O)C(O)=O. (5) Given the product [Cl:21][C:22]1[CH:27]=[CH:26][CH:25]=[CH:24][C:23]=1[C:28]#[C:29][C:2]1[CH:7]=[C:6]([C:8]2[S:12][C:11]([C:13]3[CH:18]=[CH:17][CH:16]=[CH:15][CH:14]=3)=[N:10][C:9]=2[CH3:19])[CH:5]=[CH:4][C:3]=1[NH2:20], predict the reactants needed to synthesize it. The reactants are: Br[C:2]1[CH:7]=[C:6]([C:8]2[S:12][C:11]([C:13]3[CH:18]=[CH:17][CH:16]=[CH:15][CH:14]=3)=[N:10][C:9]=2[CH3:19])[CH:5]=[CH:4][C:3]=1[NH2:20].[Cl:21][C:22]1[CH:27]=[CH:26][CH:25]=[CH:24][C:23]=1[C:28]#[CH:29].[NH4+].[Cl-]. (6) Given the product [CH3:21][O:22][C:23]1[CH:24]=[C:25]([C@H:26]([NH:28][CH2:14][C:13]2[CH:16]=[CH:17][C:18]([O:19][CH3:20])=[C:11]([C:7]3[CH:6]=[C:5]4[C:10](=[CH:9][CH:8]=3)[N:2]([CH3:1])[CH:3]=[CH:4]4)[CH:12]=2)[CH3:27])[CH:29]=[CH:30][CH:31]=1, predict the reactants needed to synthesize it. The reactants are: [CH3:1][N:2]1[C:10]2[C:5](=[CH:6][C:7]([C:11]3[CH:12]=[C:13]([CH:16]=[CH:17][C:18]=3[O:19][CH3:20])[CH:14]=O)=[CH:8][CH:9]=2)[CH:4]=[CH:3]1.[CH3:21][O:22][C:23]1[CH:24]=[C:25]([CH:29]=[CH:30][CH:31]=1)[C@H:26]([NH2:28])[CH3:27].